This data is from Forward reaction prediction with 1.9M reactions from USPTO patents (1976-2016). The task is: Predict the product of the given reaction. (1) Given the reactants [CH3:1][C:2]1[C:3](=[O:9])[NH:4][CH:5]=[C:6]([CH3:8])[CH:7]=1.[F:10][C:11]1[CH:24]=[C:23](I)[CH:22]=[CH:21][C:12]=1[CH2:13][N:14]1[CH2:19][CH2:18][N:17]([CH3:20])[CH2:16][CH2:15]1.C([O-])([O-])=O.[K+].[K+].CN(C=O)C, predict the reaction product. The product is: [F:10][C:11]1[CH:24]=[C:23]([N:4]2[CH:5]=[C:6]([CH3:8])[CH:7]=[C:2]([CH3:1])[C:3]2=[O:9])[CH:22]=[CH:21][C:12]=1[CH2:13][N:14]1[CH2:15][CH2:16][N:17]([CH3:20])[CH2:18][CH2:19]1. (2) Given the reactants [NH2:1][CH2:2][C:3]1[CH:17]=[CH:16][C:6]([C:7]([NH:9][C:10]2[CH:11]=[N:12][CH:13]=[CH:14][CH:15]=2)=[O:8])=[C:5]([CH3:18])[CH:4]=1.[C:19]([C:23]1[CH:28]=[CH:27][C:26]([S:29](Cl)(=[O:31])=[O:30])=[CH:25][CH:24]=1)([CH3:22])([CH3:21])[CH3:20], predict the reaction product. The product is: [C:19]([C:23]1[CH:28]=[CH:27][C:26]([S:29]([NH:1][CH2:2][C:3]2[CH:17]=[CH:16][C:6]([C:7]([NH:9][C:10]3[CH:11]=[N:12][CH:13]=[CH:14][CH:15]=3)=[O:8])=[C:5]([CH3:18])[CH:4]=2)(=[O:31])=[O:30])=[CH:25][CH:24]=1)([CH3:22])([CH3:20])[CH3:21]. (3) Given the reactants Cl.[Br:2][C:3]1[CH:8]=[C:7]([F:9])[CH:6]=[CH:5][C:4]=1[NH:10]N.O=[C:13]1[CH2:18][CH2:17][CH2:16][CH2:15][CH:14]1[CH2:19][C:20]([O:22][CH2:23][CH3:24])=[O:21].C(O)C, predict the reaction product. The product is: [Br:2][C:3]1[CH:8]=[C:7]([F:9])[CH:6]=[C:5]2[C:4]=1[NH:10][C:13]1[CH:14]([CH2:19][C:20]([O:22][CH2:23][CH3:24])=[O:21])[CH2:15][CH2:16][CH2:17][C:18]2=1. (4) Given the reactants [NH2:1][C:2]1[C:7]([C:8]#[N:9])=[C:6](Cl)[N:5]=[CH:4][N:3]=1.OC(C(F)(F)F)=O.[F:18][C:19]1[CH:24]=[CH:23][CH:22]=[CH:21][C:20]=1[C:25]1[C:34]([CH:35]([NH2:37])[CH3:36])=[CH:33][C:32]2[C:27](=[CH:28][CH:29]=[CH:30][N:31]=2)[N:26]=1.CCN(C(C)C)C(C)C.O, predict the reaction product. The product is: [NH2:1][C:2]1[C:7]([C:8]#[N:9])=[C:6]([NH:37][CH:35]([C:34]2[C:25]([C:20]3[CH:21]=[CH:22][CH:23]=[CH:24][C:19]=3[F:18])=[N:26][C:27]3[C:32]([CH:33]=2)=[N:31][CH:30]=[CH:29][CH:28]=3)[CH3:36])[N:5]=[CH:4][N:3]=1. (5) Given the reactants [CH2:1]([O:3][C:4]([C:6]1[C:10]2=[C:11]3[C:20](=[C:21](Br)[CH:22]=[C:9]2[NH:8][C:7]=1[CH3:30])[CH2:19][CH:18]1N(CCC2C=C(OC)C=CC=21)C3)=[O:5])[CH3:2].C1C[O:34][CH2:33][CH2:32]1.C([OH:38])C, predict the reaction product. The product is: [CH2:1]([O:3][C:4]([C:6]1[C:10]2[C:9](=[CH:22][CH:21]=[C:20]([CH2:19][C:18]([O:34][CH2:33][CH3:32])=[O:38])[CH:11]=2)[NH:8][C:7]=1[CH3:30])=[O:5])[CH3:2]. (6) Given the reactants [NH2:1][C:2]1[C:7]([CH2:8][C:9]2[CH:14]=[CH:13][CH:12]=[CH:11][CH:10]=2)=[CH:6][N:5]=[C:4]([S:15][CH2:16][C:17]([OH:19])=O)[N:3]=1.C(N1C=CN=C1)(N1C=CN=C1)=O.O[NH:33][C:34]([CH:36]1[CH2:38][CH2:37]1)=[NH:35], predict the reaction product. The product is: [CH2:8]([C:7]1[C:2]([NH2:1])=[N:3][C:4]([S:15][CH2:16][C:17]2[O:19][N:35]=[C:34]([CH:36]3[CH2:38][CH2:37]3)[N:33]=2)=[N:5][CH:6]=1)[C:9]1[CH:10]=[CH:11][CH:12]=[CH:13][CH:14]=1. (7) The product is: [CH:9]1[C:10]2[C:5](=[CH:4][CH:3]=[CH:2][CH:11]=2)[CH:6]=[C:7]([NH:12][C:13]([CH:15]2[CH2:16][CH2:17]2)=[O:14])[N:8]=1. Given the reactants Br[C:2]1[CH:11]=[C:10]2[C:5]([CH:6]=[C:7]([NH:12][C:13]([CH:15]3[CH2:17][CH2:16]3)=[O:14])[N:8]=[CH:9]2)=[CH:4][CH:3]=1.C1C2C(=CC=CC=2)C=C(N)N=1, predict the reaction product. (8) Given the reactants [NH2:1][C:2]1[CH:9]=[CH:8][C:5]([C:6]#[N:7])=[C:4]([Cl:10])[CH:3]=1.[CH3:11][C:12]1[CH:13]=[C:14]([NH:21][C:22]([C:24]2([CH3:27])[CH2:26][O:25]2)=[O:23])[CH:15]=[CH:16][C:17]=1[N+:18]([O-:20])=[O:19], predict the reaction product. The product is: [Cl:10][C:4]1[CH:3]=[C:2]([NH:1][CH2:27][C:24]([OH:25])([CH3:26])[C:22]([NH:21][C:14]2[CH:15]=[CH:16][C:17]([N+:18]([O-:20])=[O:19])=[C:12]([CH3:11])[CH:13]=2)=[O:23])[CH:9]=[CH:8][C:5]=1[C:6]#[N:7].